Dataset: NCI-60 drug combinations with 297,098 pairs across 59 cell lines. Task: Regression. Given two drug SMILES strings and cell line genomic features, predict the synergy score measuring deviation from expected non-interaction effect. (1) Drug 1: CC12CCC(CC1=CCC3C2CCC4(C3CC=C4C5=CN=CC=C5)C)O. Drug 2: C1C(C(OC1N2C=C(C(=O)NC2=O)F)CO)O. Cell line: M14. Synergy scores: CSS=23.1, Synergy_ZIP=-9.47, Synergy_Bliss=1.09, Synergy_Loewe=-10.6, Synergy_HSA=0.648. (2) Drug 1: CC(C1=C(C=CC(=C1Cl)F)Cl)OC2=C(N=CC(=C2)C3=CN(N=C3)C4CCNCC4)N. Drug 2: CCC1(CC2CC(C3=C(CCN(C2)C1)C4=CC=CC=C4N3)(C5=C(C=C6C(=C5)C78CCN9C7C(C=CC9)(C(C(C8N6C=O)(C(=O)OC)O)OC(=O)C)CC)OC)C(=O)OC)O.OS(=O)(=O)O. Cell line: HOP-62. Synergy scores: CSS=23.9, Synergy_ZIP=4.06, Synergy_Bliss=6.36, Synergy_Loewe=0.0892, Synergy_HSA=3.59.